This data is from Forward reaction prediction with 1.9M reactions from USPTO patents (1976-2016). The task is: Predict the product of the given reaction. (1) Given the reactants [F:1][C:2]1[C:11]2[C:6](=[CH:7][CH:8]=[CH:9][CH:10]=2)[C:5]([C:12]([OH:14])=O)=[CH:4][CH:3]=1.Cl.C(N=C=NCCCN(C)C)C.O.ON1C2C=CC=CC=2N=N1.[NH2:38][CH:39]([CH2:49][C:50]1[CH:55]=[CH:54][C:53]([CH2:56][C:57]([F:63])([F:62])[C:58]([F:61])([F:60])[F:59])=[CH:52][CH:51]=1)[CH:40]([C:42]1[CH:47]=[CH:46][CH:45]=[C:44]([Cl:48])[CH:43]=1)[OH:41], predict the reaction product. The product is: [F:63][C:57]([F:62])([C:58]([F:59])([F:61])[F:60])[CH2:56][C:53]1[CH:54]=[CH:55][C:50]([CH2:49][CH:39]([NH:38][C:12]([C:5]2[C:6]3[C:11](=[CH:10][CH:9]=[CH:8][CH:7]=3)[C:2]([F:1])=[CH:3][CH:4]=2)=[O:14])[CH:40]([C:42]2[CH:47]=[CH:46][CH:45]=[C:44]([Cl:48])[CH:43]=2)[OH:41])=[CH:51][CH:52]=1. (2) Given the reactants [CH2:1]([N:3]([CH2:19][CH3:20])[C:4]([C:6]1[CH:11]=[CH:10][N:9]2[C:12](I)=[C:13]([CH:15]([CH3:17])[CH3:16])[N:14]=[C:8]2[CH:7]=1)=[O:5])[CH3:2].P([O-])([O-])([O-])=O.[K+].[K+].[K+].[CH:29]1([SH:35])[CH2:34][CH2:33][CH2:32][CH2:31][CH2:30]1.O, predict the reaction product. The product is: [CH:29]1([S:35][C:12]2[N:9]3[CH:10]=[CH:11][C:6]([C:4]([N:3]([CH2:19][CH3:20])[CH2:1][CH3:2])=[O:5])=[CH:7][C:8]3=[N:14][C:13]=2[CH:15]([CH3:17])[CH3:16])[CH2:34][CH2:33][CH2:32][CH2:31][CH2:30]1. (3) Given the reactants Cl[C:2]1[CH:7]=[N:6][CH:5]=[C:4]([O:8][C:9]2[C:18]3[C:13](=[C:14]([NH:19][C:20](=[O:22])[CH3:21])[CH:15]=[CH:16][CH:17]=3)[CH:12]=[CH:11][CH:10]=2)[N:3]=1.[NH2:23][C:24]1[CH:32]=[C:31]2[C:27]([CH2:28][O:29][C:30]2=[O:33])=[CH:26][CH:25]=1, predict the reaction product. The product is: [O:33]=[C:30]1[C:31]2[C:27](=[CH:26][CH:25]=[C:24]([NH:23][C:2]3[N:3]=[C:4]([O:8][C:9]4[CH:10]=[CH:11][CH:12]=[C:13]5[C:18]=4[CH:17]=[CH:16][CH:15]=[C:14]5[NH:19][C:20](=[O:22])[CH3:21])[CH:5]=[N:6][CH:7]=3)[CH:32]=2)[CH2:28][O:29]1. (4) The product is: [Cl:1][C:2]1[CH:7]=[C:6]([NH:8][C:9]2[CH:14]=[CH:13][CH:12]=[CH:11][C:10]=2[N+:15]([O-:17])=[O:16])[CH:5]=[CH:4][C:3]=1[C:18]([C:20]1[CH:25]=[C:24]([O:26][CH2:27][CH:28]([OH:29])[CH2:32][OH:31])[CH:23]=[CH:22][C:21]=1[F:35])=[O:19]. Given the reactants [Cl:1][C:2]1[CH:7]=[C:6]([NH:8][C:9]2[CH:14]=[CH:13][CH:12]=[CH:11][C:10]=2[N+:15]([O-:17])=[O:16])[CH:5]=[CH:4][C:3]=1[C:18]([C:20]1[CH:25]=[C:24]([O:26][CH2:27][CH:28]2[CH2:32][O:31]C(C)(C)[O:29]2)[CH:23]=[CH:22][C:21]=1[F:35])=[O:19], predict the reaction product. (5) Given the reactants [NH2:1][C:2]1[C:7]2[C:8](=[O:32])[N:9]([C:13]3[CH:18]=[CH:17][C:16]([CH:19]4[CH2:24][CH2:23][N:22](C(OCCCC)=O)[CH2:21][CH2:20]4)=[CH:15][CH:14]=3)[CH2:10][CH2:11][O:12][C:6]=2[N:5]=[CH:4][N:3]=1.FC(F)(F)C(O)=O, predict the reaction product. The product is: [NH2:1][C:2]1[C:7]2[C:8](=[O:32])[N:9]([C:13]3[CH:14]=[CH:15][C:16]([CH:19]4[CH2:20][CH2:21][NH:22][CH2:23][CH2:24]4)=[CH:17][CH:18]=3)[CH2:10][CH2:11][O:12][C:6]=2[N:5]=[CH:4][N:3]=1.